Dataset: NCI-60 drug combinations with 297,098 pairs across 59 cell lines. Task: Regression. Given two drug SMILES strings and cell line genomic features, predict the synergy score measuring deviation from expected non-interaction effect. (1) Drug 1: CCC1=CC2CC(C3=C(CN(C2)C1)C4=CC=CC=C4N3)(C5=C(C=C6C(=C5)C78CCN9C7C(C=CC9)(C(C(C8N6C)(C(=O)OC)O)OC(=O)C)CC)OC)C(=O)OC.C(C(C(=O)O)O)(C(=O)O)O. Drug 2: C1CC(C1)(C(=O)O)C(=O)O.[NH2-].[NH2-].[Pt+2]. Cell line: HT29. Synergy scores: CSS=64.7, Synergy_ZIP=-3.66, Synergy_Bliss=1.62, Synergy_Loewe=-1.28, Synergy_HSA=1.83. (2) Drug 1: C1CNP(=O)(OC1)N(CCCl)CCCl. Drug 2: C1C(C(OC1N2C=NC(=NC2=O)N)CO)O. Cell line: HS 578T. Synergy scores: CSS=-0.596, Synergy_ZIP=5.61, Synergy_Bliss=11.9, Synergy_Loewe=-3.16, Synergy_HSA=1.60. (3) Drug 1: CS(=O)(=O)CCNCC1=CC=C(O1)C2=CC3=C(C=C2)N=CN=C3NC4=CC(=C(C=C4)OCC5=CC(=CC=C5)F)Cl. Drug 2: CCN(CC)CCNC(=O)C1=C(NC(=C1C)C=C2C3=C(C=CC(=C3)F)NC2=O)C. Cell line: HCC-2998. Synergy scores: CSS=-2.50, Synergy_ZIP=7.16, Synergy_Bliss=-0.0355, Synergy_Loewe=-2.81, Synergy_HSA=-4.50. (4) Cell line: UO-31. Drug 2: CC1=C(N=C(N=C1N)C(CC(=O)N)NCC(C(=O)N)N)C(=O)NC(C(C2=CN=CN2)OC3C(C(C(C(O3)CO)O)O)OC4C(C(C(C(O4)CO)O)OC(=O)N)O)C(=O)NC(C)C(C(C)C(=O)NC(C(C)O)C(=O)NCCC5=NC(=CS5)C6=NC(=CS6)C(=O)NCCC[S+](C)C)O. Drug 1: CC1C(C(CC(O1)OC2CC(CC3=C2C(=C4C(=C3O)C(=O)C5=C(C4=O)C(=CC=C5)OC)O)(C(=O)CO)O)N)O.Cl. Synergy scores: CSS=16.2, Synergy_ZIP=-8.00, Synergy_Bliss=-0.258, Synergy_Loewe=-5.76, Synergy_HSA=1.67. (5) Drug 1: CCCS(=O)(=O)NC1=C(C(=C(C=C1)F)C(=O)C2=CNC3=C2C=C(C=N3)C4=CC=C(C=C4)Cl)F. Drug 2: C1CC(=O)NC(=O)C1N2C(=O)C3=CC=CC=C3C2=O. Cell line: IGROV1. Synergy scores: CSS=5.39, Synergy_ZIP=-0.516, Synergy_Bliss=5.19, Synergy_Loewe=3.98, Synergy_HSA=3.58. (6) Drug 1: C1=CC(=CC=C1CCC2=CNC3=C2C(=O)NC(=N3)N)C(=O)NC(CCC(=O)O)C(=O)O. Drug 2: CC1C(C(CC(O1)OC2CC(CC3=C2C(=C4C(=C3O)C(=O)C5=CC=CC=C5C4=O)O)(C(=O)C)O)N)O. Cell line: CAKI-1. Synergy scores: CSS=50.9, Synergy_ZIP=-2.34, Synergy_Bliss=-2.39, Synergy_Loewe=0.457, Synergy_HSA=6.40. (7) Synergy scores: CSS=47.1, Synergy_ZIP=-2.27, Synergy_Bliss=-2.29, Synergy_Loewe=-7.13, Synergy_HSA=-2.47. Cell line: HT29. Drug 2: C1=NC2=C(N=C(N=C2N1C3C(C(C(O3)CO)O)F)Cl)N. Drug 1: C1=NC2=C(N1)C(=S)N=C(N2)N. (8) Drug 1: C1=CC=C(C(=C1)C(C2=CC=C(C=C2)Cl)C(Cl)Cl)Cl. Drug 2: CC(C)CN1C=NC2=C1C3=CC=CC=C3N=C2N. Cell line: HT29. Synergy scores: CSS=1.91, Synergy_ZIP=-1.95, Synergy_Bliss=-5.53, Synergy_Loewe=-7.35, Synergy_HSA=-5.83.